Dataset: CYP2C9 inhibition data for predicting drug metabolism from PubChem BioAssay. Task: Regression/Classification. Given a drug SMILES string, predict its absorption, distribution, metabolism, or excretion properties. Task type varies by dataset: regression for continuous measurements (e.g., permeability, clearance, half-life) or binary classification for categorical outcomes (e.g., BBB penetration, CYP inhibition). Dataset: cyp2c9_veith. The drug is Oc1ccc2c3c1O[C@H]1c4c(c5ccccc5n4Cc4ccccc4)C[C@]4(O)[C@H](C2)N(CC2CC2)CC[C@@]314. The result is 0 (non-inhibitor).